From a dataset of Catalyst prediction with 721,799 reactions and 888 catalyst types from USPTO. Predict which catalyst facilitates the given reaction. (1) Reactant: [CH3:1][N:2]1[CH2:6][CH2:5][CH2:4][CH:3]1[CH2:7][O:8][C:9]1[CH:10]=[C:11]2[C:16](=[CH:17][CH:18]=1)[CH:15]=[C:14]([C:19]1[C:27]3[C:22](=[CH:23][CH:24]=[C:25]([C:28]([NH2:30])=[O:29])[CH:26]=3)[N:21](C3CCCCO3)[N:20]=1)[CH:13]=[CH:12]2. Product: [CH3:1][N:2]1[CH2:6][CH2:5][CH2:4][CH:3]1[CH2:7][O:8][C:9]1[CH:10]=[C:11]2[C:16](=[CH:17][CH:18]=1)[CH:15]=[C:14]([C:19]1[C:27]3[C:22](=[CH:23][CH:24]=[C:25]([C:28]([NH2:30])=[O:29])[CH:26]=3)[NH:21][N:20]=1)[CH:13]=[CH:12]2. The catalyst class is: 5. (2) Reactant: [CH3:1][O:2][C:3](=[O:21])[C@H:4]([CH2:13][C:14]1[CH:19]=[CH:18][C:17]([OH:20])=[CH:16][CH:15]=1)[NH:5][C:6]([O:8][C:9]([CH3:12])([CH3:11])[CH3:10])=[O:7].C(=O)([O-])[O-].[K+].[K+].Br[CH2:29][CH2:30][CH:31]=[CH2:32]. Product: [CH3:1][O:2][C:3](=[O:21])[C@@H:4]([NH:5][C:6]([O:8][C:9]([CH3:12])([CH3:10])[CH3:11])=[O:7])[CH2:13][C:14]1[CH:19]=[CH:18][C:17]([O:20][CH2:32][CH2:31][CH:30]=[CH2:29])=[CH:16][CH:15]=1. The catalyst class is: 31. (3) Reactant: [Cl:1][C:2]1[C:3]([C:36]2[S:40][C:39]([C:41]3([O:45]COC)[CH2:44][CH2:43][CH2:42]3)=[N:38][CH:37]=2)=[C:4]2[CH:10]=[C:9]([C:11]3[CH:12]=[C:13]4[C:17](=[CH:18][CH:19]=3)[N:16]([C:20](=[O:25])[CH2:21][N:22]([CH3:24])[CH3:23])[CH2:15][CH2:14]4)[N:8]([S:26]([C:29]3[CH:35]=[CH:34][C:32]([CH3:33])=[CH:31][CH:30]=3)(=[O:28])=[O:27])[C:5]2=[N:6][CH:7]=1.Cl. Product: [Cl:1][C:2]1[C:3]([C:36]2[S:40][C:39]([C:41]3([OH:45])[CH2:44][CH2:43][CH2:42]3)=[N:38][CH:37]=2)=[C:4]2[CH:10]=[C:9]([C:11]3[CH:12]=[C:13]4[C:17](=[CH:18][CH:19]=3)[N:16]([C:20](=[O:25])[CH2:21][N:22]([CH3:23])[CH3:24])[CH2:15][CH2:14]4)[N:8]([S:26]([C:29]3[CH:35]=[CH:34][C:32]([CH3:33])=[CH:31][CH:30]=3)(=[O:27])=[O:28])[C:5]2=[N:6][CH:7]=1. The catalyst class is: 7.